This data is from Full USPTO retrosynthesis dataset with 1.9M reactions from patents (1976-2016). The task is: Predict the reactants needed to synthesize the given product. (1) Given the product [F:1][C:2]1[CH:11]=[CH:10][C:9]2[C:4](=[CH:5][C:6]([C:35]#[C:34][CH2:33][CH2:32][OH:36])=[CH:7][CH:8]=2)[CH:3]=1, predict the reactants needed to synthesize it. The reactants are: [F:1][C:2]1[CH:11]=[CH:10][C:9]2[C:4](=[CH:5][CH:6]=[CH:7][CH:8]=2)[C:3]=1Br.C1(P(C2C=CC=CC=2)C2C=CC=CC=2)C=CC=CC=1.[CH2:32]([OH:36])[CH2:33][C:34]#[CH:35].C(OCC)C. (2) Given the product [Cl:23][C:4]1[CH:3]=[C:2]([S:30]([C:24]2[CH:29]=[CH:28][CH:27]=[CH:26][CH:25]=2)(=[O:32])=[O:31])[C:7]2[O:8][C:9]3[NH:14][CH:13]([C:15]([O:17][C:18]([CH3:21])([CH3:20])[CH3:19])=[O:16])[CH2:12][CH:11]([CH3:22])[C:10]=3[C:6]=2[CH:5]=1, predict the reactants needed to synthesize it. The reactants are: Br[C:2]1[C:7]2[O:8][C:9]3[NH:14][CH:13]([C:15]([O:17][C:18]([CH3:21])([CH3:20])[CH3:19])=[O:16])[CH2:12][CH:11]([CH3:22])[C:10]=3[C:6]=2[CH:5]=[C:4]([Cl:23])[CH:3]=1.[C:24]1([S:30]([O-:32])=[O:31])[CH:29]=[CH:28][CH:27]=[CH:26][CH:25]=1.[Na+].C(=O)([O-])[O-].[Cs+].[Cs+].CC1(C)C2C(=C(P(C3C=CC=CC=3)C3C=CC=CC=3)C=CC=2)OC2C(P(C3C=CC=CC=3)C3C=CC=CC=3)=CC=CC1=2. (3) Given the product [C:31]1([S:37]([N:17]2[CH2:18][CH2:19][C:13]3[CH:12]=[C:11]([O:10][CH2:9][CH2:8][CH2:7][N:1]4[CH2:2][CH2:3][CH2:4][CH2:5][CH2:6]4)[CH:21]=[CH:20][C:14]=3[CH2:15][CH2:16]2)(=[O:39])=[O:38])[CH:36]=[CH:35][CH:34]=[CH:33][CH:32]=1, predict the reactants needed to synthesize it. The reactants are: [N:1]1([CH2:7][CH2:8][CH2:9][O:10][C:11]2[CH:21]=[CH:20][C:14]3[CH2:15][CH2:16][NH:17][CH2:18][CH2:19][C:13]=3[CH:12]=2)[CH2:6][CH2:5][CH2:4][CH2:3][CH2:2]1.CCN(C(C)C)C(C)C.[C:31]1([S:37](Cl)(=[O:39])=[O:38])[CH:36]=[CH:35][CH:34]=[CH:33][CH:32]=1.C(O)C(N)(CO)CO. (4) Given the product [CH:1]1([CH2:4][O:5][C:6]2[CH:25]=[CH:24][C:9]([C:10]([O:12][CH2:13][C:14]([OH:16])=[O:15])=[O:11])=[CH:8][C:7]=2[CH2:26][N:27]2[CH2:28][CH2:29][O:30][CH2:31][CH2:32]2)[CH2:3][CH2:2]1, predict the reactants needed to synthesize it. The reactants are: [CH:1]1([CH2:4][O:5][C:6]2[CH:25]=[CH:24][C:9]([C:10]([O:12][CH2:13][C:14]([O:16]CC3C=CC=CC=3)=[O:15])=[O:11])=[CH:8][C:7]=2[CH2:26][N:27]2[CH2:32][CH2:31][O:30][CH2:29][CH2:28]2)[CH2:3][CH2:2]1.